This data is from NCI-60 drug combinations with 297,098 pairs across 59 cell lines. The task is: Regression. Given two drug SMILES strings and cell line genomic features, predict the synergy score measuring deviation from expected non-interaction effect. Drug 1: C1C(C(OC1N2C=C(C(=O)NC2=O)F)CO)O. Drug 2: C1CN1C2=NC(=NC(=N2)N3CC3)N4CC4. Cell line: CAKI-1. Synergy scores: CSS=51.7, Synergy_ZIP=-0.122, Synergy_Bliss=-3.28, Synergy_Loewe=-0.726, Synergy_HSA=-0.124.